From a dataset of Forward reaction prediction with 1.9M reactions from USPTO patents (1976-2016). Predict the product of the given reaction. (1) Given the reactants [CH3:1][C:2]1[C:19]([CH2:20][C:21]2[CH:26]=[CH:25][CH:24]=[C:23]([C:27]([F:30])([F:29])[F:28])[C:22]=2[CH3:31])=[C:5]2[N:6]=[C:7]([N:13]3[CH2:18][CH2:17][O:16][CH2:15][CH2:14]3)[CH:8]=[C:9]([C:10]([NH2:12])=O)[N:4]2[N:3]=1.S(Cl)(Cl)=O.O, predict the reaction product. The product is: [CH3:1][C:2]1[C:19]([CH2:20][C:21]2[CH:26]=[CH:25][CH:24]=[C:23]([C:27]([F:30])([F:28])[F:29])[C:22]=2[CH3:31])=[C:5]2[N:6]=[C:7]([N:13]3[CH2:18][CH2:17][O:16][CH2:15][CH2:14]3)[CH:8]=[C:9]([C:10]#[N:12])[N:4]2[N:3]=1. (2) Given the reactants [C@H]1(C[N:12]2[CH2:17][CH2:16][CH:15]([NH:18][C:19]([C:21]3[NH:22][C:23]4[C:28]([CH:29]=3)=[C:27]([O:30][CH2:31][C:32]3[C:36]5[CH:37]=[CH:38][C:39]([O:41][CH3:42])=[CH:40][C:35]=5[O:34][CH:33]=3)[CH:26]=[CH:25][CH:24]=4)=[O:20])[CH2:14][CH2:13]2)[C@@H]2N(CCCC2)CCC1.[ClH:43].Cl.Cl.NC1CCN([CH2:53][CH2:54][N:55]2[CH2:60][CH2:59][C@H:58]([OH:61])[C@@H:57]([CH3:62])[CH2:56]2)CC1, predict the reaction product. The product is: [ClH:43].[ClH:43].[OH:61][C@H:58]1[CH2:59][CH2:60][N:55]([CH2:54][CH2:53][N:12]2[CH2:13][CH2:14][CH:15]([NH:18][C:19]([C:21]3[NH:22][C:23]4[C:28]([CH:29]=3)=[C:27]([O:30][CH2:31][C:32]3[C:36]5[CH:37]=[CH:38][C:39]([O:41][CH3:42])=[CH:40][C:35]=5[O:34][CH:33]=3)[CH:26]=[CH:25][CH:24]=4)=[O:20])[CH2:16][CH2:17]2)[CH2:56][C@@H:57]1[CH3:62]. (3) Given the reactants [OH-].[Na+].[C:3]([O:7][C:8]([NH:10][C@@H:11]([C@H:13]([C:16]1[O:17][CH:18]=[C:19]([C:21]([O:23]C)=[O:22])[N:20]=1)[CH2:14][CH3:15])[CH3:12])=[O:9])([CH3:6])([CH3:5])[CH3:4], predict the reaction product. The product is: [C:3]([O:7][C:8]([NH:10][C@@H:11]([C@H:13]([C:16]1[O:17][CH:18]=[C:19]([C:21]([OH:23])=[O:22])[N:20]=1)[CH2:14][CH3:15])[CH3:12])=[O:9])([CH3:5])([CH3:6])[CH3:4]. (4) Given the reactants [CH3:1]C([O-])(C)C.[Na+].[C:7]([SiH:11]([CH3:35])[O:12][CH2:13][C:14]([N:17]1[C:25]2[CH:24]=[CH:23][N:22]=[CH:21][C:20]=2[C:19]([C:26]([C:28]2[CH:33]=[C:32](Cl)[CH:31]=[CH:30][N:29]=2)=[O:27])=[CH:18]1)([CH3:16])[CH3:15])([CH3:10])([CH3:9])[CH3:8].[C:36](=[NH:49])([C:43]1[CH:48]=[CH:47][CH:46]=[CH:45][CH:44]=1)[C:37]1[CH:42]=[CH:41][CH:40]=[CH:39][CH:38]=1, predict the reaction product. The product is: [Si:11]([O:12][CH2:13][C:14]([N:17]1[C:25]2[CH:24]=[CH:23][N:22]=[CH:21][C:20]=2[C:19]([C:26]([C:28]2[CH:33]=[C:32]([N:49]=[C:36]([C:43]3[CH:44]=[CH:45][CH:46]=[CH:47][CH:48]=3)[C:37]3[CH:42]=[CH:41][CH:40]=[CH:39][CH:38]=3)[CH:31]=[CH:30][N:29]=2)=[O:27])=[CH:18]1)([CH3:16])[CH3:15])([C:7]([CH3:10])([CH3:9])[CH3:8])([CH3:35])[CH3:1].